From a dataset of Catalyst prediction with 721,799 reactions and 888 catalyst types from USPTO. Predict which catalyst facilitates the given reaction. Reactant: [Cl:1][C:2]1[N:10]=[C:9]([Cl:11])[C:8]([F:12])=[CH:7][C:3]=1[C:4]([OH:6])=[O:5].[C:13](Cl)(=O)C(Cl)=O. Product: [CH3:13][O:5][C:4](=[O:6])[C:3]1[CH:7]=[C:8]([F:12])[C:9]([Cl:11])=[N:10][C:2]=1[Cl:1]. The catalyst class is: 306.